This data is from Full USPTO retrosynthesis dataset with 1.9M reactions from patents (1976-2016). The task is: Predict the reactants needed to synthesize the given product. (1) Given the product [CH3:18][C:16]1[CH:15]=[CH:14][C:12]2[N:13]=[C:9]([NH:8][C:6]3[CH:5]=[C:4]([CH2:19][C:20]4[CH:25]=[CH:24][CH:23]=[CH:22][CH:21]=4)[N:3]=[C:2]([NH:26][C@H:27]4[CH2:32][CH2:31][C@H:30]([OH:33])[CH2:29][CH2:28]4)[N:7]=3)[S:10][C:11]=2[CH:17]=1, predict the reactants needed to synthesize it. The reactants are: F[C:2]1[N:7]=[C:6]([NH:8][C:9]2[S:10][C:11]3[CH:17]=[C:16]([CH3:18])[CH:15]=[CH:14][C:12]=3[N:13]=2)[CH:5]=[C:4]([CH2:19][C:20]2[CH:25]=[CH:24][CH:23]=[CH:22][CH:21]=2)[N:3]=1.[NH2:26][C@H:27]1[CH2:32][CH2:31][C@H:30]([OH:33])[CH2:29][CH2:28]1.C(N(C(C)C)C(C)C)C. (2) Given the product [S:6]1[C:2]([C:52]2[CH:50]=[CH:53][CH:27]=[CH:21][C:22]=2[NH2:23])=[CH:3][CH:4]=[C:5]1[C:7]1[S:8][C:9]([C:24]2[CH:25]=[CH:26][CH:27]=[CH:21][C:22]=2[NH2:23])=[CH:10][CH:11]=1, predict the reactants needed to synthesize it. The reactants are: Br[C:2]1[S:6][C:5]([C:7]2[S:8][C:9](Br)=[CH:10][CH:11]=2)=[CH:4][CH:3]=1.CC1(C)C(C)(C)OC([C:21]2[CH:27]=[CH:26][CH:25]=[CH:24][C:22]=2[NH2:23])O1.[O-]P([O-])([O-])=O.[K+].[K+].[K+].C(Cl)(Cl)Cl.P([C:50]([CH3:53])([CH3:52])C)(C(C)(C)C)C(C)(C)C.[H+].[B-](F)(F)(F)F.